This data is from Full USPTO retrosynthesis dataset with 1.9M reactions from patents (1976-2016). The task is: Predict the reactants needed to synthesize the given product. (1) Given the product [O:23]=[C:21]1[NH:20][C:19]2[CH:24]=[CH:25][C:16]([NH:15][C:14]3[C:9]4[C:6]5[CH2:7][CH2:8][CH:3]([CH2:2][NH:1][C:32](=[O:37])[O:33][CH:34]([CH3:36])[CH3:35])[CH2:4][C:5]=5[S:26][C:10]=4[N:11]=[CH:12][N:13]=3)=[CH:17][C:18]=2[S:22]1, predict the reactants needed to synthesize it. The reactants are: [NH2:1][CH2:2][CH:3]1[CH2:8][CH2:7][C:6]2[C:9]3[C:14]([NH:15][C:16]4[CH:25]=[CH:24][C:19]5[NH:20][C:21](=[O:23])[S:22][C:18]=5[CH:17]=4)=[N:13][CH:12]=[N:11][C:10]=3[S:26][C:5]=2[CH2:4]1.CN(C)C=O.[C:32](Cl)(=[O:37])[O:33][CH:34]([CH3:36])[CH3:35].C(N(CC)CC)C. (2) Given the product [C:1]([C:3]1[CH:4]=[C:5]([N:9]2[C:13]([C:14]([OH:16])=[O:15])=[CH:12][C:11]([CH:19]([CH3:21])[CH3:20])=[N:10]2)[CH:6]=[CH:7][CH:8]=1)#[N:2], predict the reactants needed to synthesize it. The reactants are: [C:1]([C:3]1[CH:4]=[C:5]([N:9]2[C:13]([C:14]([O:16]CC)=[O:15])=[CH:12][C:11]([CH:19]([CH3:21])[CH3:20])=[N:10]2)[CH:6]=[CH:7][CH:8]=1)#[N:2].O.[OH-].[Li+]. (3) Given the product [Cl:25][C:23]1[CH:22]=[CH:21][C:19]2[NH:20][C:16]([C@@H:14]([NH:13][C:11](=[O:12])[C:9]3[CH:8]=[CH:7][C:3]([C:4]([N:67]4[CH2:68][CH2:69][CH2:70][C@H:66]4[CH2:65][NH:64][C:62]([O:61][C:57]([CH3:60])([CH3:59])[CH3:58])=[O:63])=[O:6])=[C:2]([Cl:1])[CH:10]=3)[CH3:15])=[N:17][C:18]=2[CH:24]=1, predict the reactants needed to synthesize it. The reactants are: [Cl:1][C:2]1[CH:10]=[C:9]([C:11]([NH:13][C@H:14]([C:16]2[NH:20][C:19]3[CH:21]=[CH:22][C:23]([Cl:25])=[CH:24][C:18]=3[N:17]=2)[CH3:15])=[O:12])[CH:8]=[CH:7][C:3]=1[C:4]([OH:6])=O.CN(C(ON1N=NC2C=CC=CC1=2)=[N+](C)C)C.[B-](F)(F)(F)F.C(N(C(C)C)CC)(C)C.[C:57]([O:61][C:62]([NH:64][CH2:65][C@@H:66]1[CH2:70][CH2:69][CH2:68][NH:67]1)=[O:63])([CH3:60])([CH3:59])[CH3:58].ClCl. (4) Given the product [N:1]1([CH2:5][CH2:6][O:7][C:8]2[CH:9]=[CH:10][C:11]([OH:33])=[C:12]([CH:32]=2)[C:13]([NH:15][C:16]2[CH:25]=[C:24]([C:26]3[CH:31]=[CH:30][CH:29]=[CH:28][CH:27]=3)[CH:23]=[CH:22][C:17]=2[C:18]([O:20][CH3:21])=[O:19])=[O:14])[CH2:4][CH2:3][CH2:2]1, predict the reactants needed to synthesize it. The reactants are: [N:1]1([CH2:5][CH2:6][O:7][C:8]2[CH:9]=[CH:10][C:11]([O:33]CC3C=CC=CC=3)=[C:12]([CH:32]=2)[C:13]([NH:15][C:16]2[CH:25]=[C:24]([C:26]3[CH:31]=[CH:30][CH:29]=[CH:28][CH:27]=3)[CH:23]=[CH:22][C:17]=2[C:18]([O:20][CH3:21])=[O:19])=[O:14])[CH2:4][CH2:3][CH2:2]1.O1CCOCC1.